From a dataset of Forward reaction prediction with 1.9M reactions from USPTO patents (1976-2016). Predict the product of the given reaction. (1) Given the reactants [Cl:1][C:2]1[CH:25]=[C:24]([C:26]2[CH:27]=[N:28][N:29]([CH3:31])[CH:30]=2)[CH:23]=[CH:22][C:3]=1[CH2:4][CH:5]1[CH2:9][CH2:8][N:7]([CH:10]2[CH2:15][CH2:14][C:13](=O)[C:12](=[CH:17][N:18](C)C)[CH2:11]2)[C:6]1=[O:21].O.[NH2:33]N, predict the reaction product. The product is: [Cl:1][C:2]1[CH:25]=[C:24]([C:26]2[CH:27]=[N:28][N:29]([CH3:31])[CH:30]=2)[CH:23]=[CH:22][C:3]=1[CH2:4][CH:5]1[CH2:9][CH2:8][N:7]([CH:10]2[CH2:15][CH2:14][C:13]3[C:12](=[CH:17][NH:18][N:33]=3)[CH2:11]2)[C:6]1=[O:21]. (2) Given the reactants [CH2:1]([N:8]1[CH2:13][CH2:12][N:11]([C:14]([C:16]2[N:17]=[CH:18][N:19]([C:27]3[CH:32]=[CH:31][CH:30]=[C:29]([N:33]4[CH2:38][CH2:37][O:36][CH2:35][CH2:34]4)[CH:28]=3)[C:20]=2[C:21]2[CH:26]=[CH:25][CH:24]=[CH:23][CH:22]=2)=[O:15])[C@H:10]([CH2:39][C:40]2[CH:47]=[CH:46][C:43]([C:44]#[N:45])=[CH:42][CH:41]=2)[CH2:9]1)[C:2]1[CH:7]=[CH:6][CH:5]=[CH:4][CH:3]=1.C[Si]([N:52]=[N+:53]=[N-:54])(C)C.C([Sn](=O)CCCC)CCC, predict the reaction product. The product is: [CH2:1]([N:8]1[CH2:13][CH2:12][N:11]([C:14]([C:16]2[N:17]=[CH:18][N:19]([C:27]3[CH:28]=[C:29]([N:33]4[CH2:38][CH2:37][O:36][CH2:35][CH2:34]4)[CH:30]=[CH:31][CH:32]=3)[C:20]=2[C:21]2[CH:22]=[CH:23][CH:24]=[CH:25][CH:26]=2)=[O:15])[C@H:10]([CH2:39][C:40]2[CH:41]=[CH:42][C:43]([C:44]3[NH:54][N:53]=[N:52][N:45]=3)=[CH:46][CH:47]=2)[CH2:9]1)[C:2]1[CH:7]=[CH:6][CH:5]=[CH:4][CH:3]=1. (3) Given the reactants Br[C:2]1[CH:3]=[C:4]2[C@:15]3([CH2:19][O:18][C:17]([NH2:20])=[N:16]3)[C:14]3[C:9](=[CH:10][CH:11]=[C:12]([C:21]4[CH:22]=[N:23][CH:24]=[CH:25][CH:26]=4)[CH:13]=3)[O:8][C:5]2=[N:6][CH:7]=1.C(NC(C)C)(C)C.[CH3:34][C:35]([CH3:39])([CH3:38])[C:36]#[CH:37].CN(C=O)C, predict the reaction product. The product is: [CH3:34][C:35]([CH3:39])([CH3:38])[C:36]#[C:37][C:2]1[CH:3]=[C:4]2[C@:15]3([CH2:19][O:18][C:17]([NH2:20])=[N:16]3)[C:14]3[C:9](=[CH:10][CH:11]=[C:12]([C:21]4[CH:22]=[N:23][CH:24]=[CH:25][CH:26]=4)[CH:13]=3)[O:8][C:5]2=[N:6][CH:7]=1. (4) Given the reactants [NH:1]1[C:9]2[C:4](=[CH:5][CH:6]=[CH:7][CH:8]=2)[CH:3]=[CH:2]1.Cl[C:11]1[C:15]2[CH:16]=[CH:17][CH:18]=[CH:19][C:14]=2[S:13](=[O:21])(=[O:20])[N:12]=1.[Al+3].[Cl-].[Cl-].[Cl-], predict the reaction product. The product is: [NH:1]1[C:9]2[C:4](=[CH:5][CH:6]=[CH:7][CH:8]=2)[C:3]([C:11]2[C:15]3[CH:16]=[CH:17][CH:18]=[CH:19][C:14]=3[S:13](=[O:20])(=[O:21])[N:12]=2)=[CH:2]1. (5) Given the reactants Cl[CH2:2][C:3]1[O:4][C:5]2[C:11]([O:12][CH3:13])=[C:10]([O:14][CH3:15])[C:9]([O:16][CH3:17])=[CH:8][C:6]=2[N:7]=1.[NH:18]1[CH2:24][CH2:23][CH2:22][NH:21][CH2:20][CH2:19]1, predict the reaction product. The product is: [CH3:17][O:16][C:9]1[C:10]([O:14][CH3:15])=[C:11]([O:12][CH3:13])[C:5]2[O:4][C:3]([CH2:2][N:18]3[CH2:24][CH2:23][CH2:22][N:21]([CH2:2][C:3]4[O:4][C:5]5[C:11]([O:12][CH3:13])=[C:10]([O:14][CH3:15])[C:9]([O:16][CH3:17])=[CH:8][C:6]=5[N:7]=4)[CH2:20][CH2:19]3)=[N:7][C:6]=2[CH:8]=1. (6) Given the reactants [Cl:1][C:2]1[N:7]=[C:6]([C:8]2[C:9]([C:17]3[CH:18]=[CH:19][C:20]([F:30])=[C:21]([NH:23][C:24](=[O:29])C(F)(F)F)[CH:22]=3)=[N:10][N:11]3[CH:16]=[CH:15][CH:14]=[CH:13][C:12]=23)[CH:5]=[CH:4][N:3]=1.[Li+].[OH-].[F:33][C:34]1[CH:42]=[CH:41][CH:40]=[C:39]([F:43])[C:35]=1C(Cl)=O.C(O)C(N)(CO)CO, predict the reaction product. The product is: [Cl:1][C:2]1[N:7]=[C:6]([C:8]2[C:9]([C:17]3[CH:18]=[CH:19][C:20]([F:30])=[C:21]([NH:23][C:24](=[O:29])[C:35]4[C:34]([F:33])=[CH:42][CH:41]=[CH:40][C:39]=4[F:43])[CH:22]=3)=[N:10][N:11]3[CH:16]=[CH:15][CH:14]=[CH:13][C:12]=23)[CH:5]=[CH:4][N:3]=1. (7) Given the reactants Br[C:2]1[N:7]=[N:6][C:5]([NH2:8])=[N:4][C:3]=1[C:9]1[CH:14]=[CH:13][CH:12]=[CH:11][CH:10]=1.[F:15][C:16]([F:25])([F:24])[C:17]1[CH:18]=[C:19]([OH:23])[CH:20]=[CH:21][CH:22]=1, predict the reaction product. The product is: [C:9]1([C:3]2[N:4]=[C:5]([NH2:8])[N:6]=[N:7][C:2]=2[O:23][C:19]2[CH:20]=[CH:21][CH:22]=[C:17]([C:16]([F:15])([F:24])[F:25])[CH:18]=2)[CH:14]=[CH:13][CH:12]=[CH:11][CH:10]=1.